The task is: Predict which catalyst facilitates the given reaction.. This data is from Catalyst prediction with 721,799 reactions and 888 catalyst types from USPTO. (1) Reactant: [CH2:1]([NH:4][C:5]([C:7]1[C:8](=[O:24])[N:9]([C:14]2[CH:19]=[CH:18][CH:17]=[C:16]([C:20]([F:23])([F:22])[F:21])[CH:15]=2)[C:10]([CH3:13])=[CH:11][CH:12]=1)=[O:6])[C:2]#[CH:3].[OH:25][N:26]=[C:27](Cl)[CH3:28].O. Product: [CH3:28][C:27]1[CH:3]=[C:2]([CH2:1][NH:4][C:5]([C:7]2[C:8](=[O:24])[N:9]([C:14]3[CH:19]=[CH:18][CH:17]=[C:16]([C:20]([F:21])([F:22])[F:23])[CH:15]=3)[C:10]([CH3:13])=[CH:11][CH:12]=2)=[O:6])[O:25][N:26]=1. The catalyst class is: 25. (2) Reactant: [OH:1][C:2]1[CH:10]=[CH:9][C:8]([OH:11])=[CH:7][C:3]=1[C:4]([OH:6])=[O:5].Br[CH2:13][CH2:14][CH2:15][CH2:16][CH2:17][CH2:18][CH3:19].C(#N)C. Product: [OH:1][C:2]1[CH:10]=[CH:9][C:8]([OH:11])=[CH:7][C:3]=1[C:4]([O:6][CH2:13][CH2:14][CH2:15][CH2:16][CH2:17][CH2:18][CH3:19])=[O:5]. The catalyst class is: 6. (3) Reactant: [N+:1]([C:4]1[CH:5]=[C:6]([OH:16])[CH:7]=[CH:8][C:9]=1[C:10]1[CH:15]=[CH:14][CH:13]=[CH:12][CH:11]=1)([O-:3])=[O:2].Br[CH2:18][CH2:19][CH2:20][CH2:21][CH2:22][CH2:23][CH2:24][CH2:25][OH:26]. Product: [N+:1]([C:4]1[CH:5]=[C:6]([CH:7]=[CH:8][C:9]=1[C:10]1[CH:15]=[CH:14][CH:13]=[CH:12][CH:11]=1)[O:16][CH2:18][CH2:19][CH2:20][CH2:21][CH2:22][CH2:23][CH2:24][CH2:25][OH:26])([O-:3])=[O:2]. The catalyst class is: 9. (4) Reactant: [Br:1][C:2]1[CH:7]=[CH:6][CH:5]=[CH:4][C:3]=1[N:8]1[CH:12]=[CH:11][CH:10]=[C:9]1[CH:13]=[CH:14][CH:15]=O.C(=O)(O)O.[NH2:21][NH:22][C:23]([NH2:25])=[NH:24].[C:26]([OH:29])(=[O:28])[CH3:27]. Product: [C:26]([O-:29])(=[O:28])[CH3:27].[Br:1][C:2]1[CH:7]=[CH:6][CH:5]=[CH:4][C:3]=1[N:8]1[CH:12]=[CH:11][CH:10]=[C:9]1[CH:13]=[CH:14][CH:15]=[N:21][NH:22][C:23]([NH2:25])=[NH2+:24]. The catalyst class is: 8. (5) Reactant: [CH3:1][S:2]([O:5]S(C)(=O)=O)(=[O:4])=[O:3].[CH3:10][C@@H:11](O)[CH2:12][CH3:13].C(N(CC)CC)C. Product: [CH3:1][S:2]([O:5][C@H:11]([CH3:10])[CH2:12][CH3:13])(=[O:4])=[O:3]. The catalyst class is: 4.